From a dataset of Catalyst prediction with 721,799 reactions and 888 catalyst types from USPTO. Predict which catalyst facilitates the given reaction. (1) Reactant: [OH:1][CH:2]([C:8]1[C:17]2[C:12](=[CH:13][CH:14]=[CH:15][CH:16]=2)[CH:11]=[CH:10][C:9]=1[O:18][CH2:19][C:20]1[CH:25]=[CH:24][CH:23]=[CH:22][CH:21]=1)[C:3]([O:5][CH2:6][CH3:7])=[O:4].[CH3:26][O:27][CH2:28]Cl.O. Product: [CH2:19]([O:18][C:9]1[CH:10]=[CH:11][C:12]2[C:17](=[CH:16][CH:15]=[CH:14][CH:13]=2)[C:8]=1[CH:2]([O:1][CH2:26][O:27][CH3:28])[C:3]([O:5][CH2:6][CH3:7])=[O:4])[C:20]1[CH:21]=[CH:22][CH:23]=[CH:24][CH:25]=1. The catalyst class is: 4. (2) Product: [OH:1][CH:2]([C:6]1[CH:15]=[CH:14][C:13]2[C:8](=[CH:9][CH:10]=[CH:11][CH:12]=2)[CH:7]=1)[C:3]([O:5][CH3:21])=[O:4]. Reactant: [OH:1][CH:2]([C:6]1[CH:15]=[CH:14][C:13]2[C:8](=[CH:9][CH:10]=[CH:11][CH:12]=2)[CH:7]=1)[C:3]([OH:5])=[O:4].S(=O)(=O)(O)O.[C:21]([O-])(O)=O.[Na+]. The catalyst class is: 5.